From a dataset of Full USPTO retrosynthesis dataset with 1.9M reactions from patents (1976-2016). Predict the reactants needed to synthesize the given product. (1) Given the product [C:1]([C:5]1[O:9][C:8]([CH3:10])=[C:7]([CH:11]([CH:22]2[CH2:23][CH2:24][CH2:25][CH2:26][CH2:27]2)[O:12][C:13]2[CH:14]=[CH:15][C:16]([C:17]([N:29]([CH3:28])[CH2:30][CH2:31][C:32]([OH:34])=[O:33])=[O:18])=[CH:20][CH:21]=2)[CH:6]=1)([CH3:4])([CH3:2])[CH3:3], predict the reactants needed to synthesize it. The reactants are: [C:1]([C:5]1[O:9][C:8]([CH3:10])=[C:7]([CH:11]([CH:22]2[CH2:27][CH2:26][CH2:25][CH2:24][CH2:23]2)[O:12][C:13]2[CH:21]=[CH:20][C:16]([C:17](O)=[O:18])=[CH:15][CH:14]=2)[CH:6]=1)([CH3:4])([CH3:3])[CH3:2].[CH3:28][NH:29][CH2:30][CH2:31][C:32]([O:34]CC)=[O:33]. (2) Given the product [CH2:1]([C:8]1[C:17]2[C:12](=[CH:13][CH:14]=[CH:15][CH:16]=2)[C:11]([N:19]2[CH2:24][CH2:23][NH:22][CH2:21][CH2:20]2)=[N:10][N:9]=1)[C:2]1[CH:7]=[CH:6][CH:5]=[CH:4][CH:3]=1, predict the reactants needed to synthesize it. The reactants are: [CH2:1]([C:8]1[C:17]2[C:12](=[CH:13][CH:14]=[CH:15][CH:16]=2)[C:11](Cl)=[N:10][N:9]=1)[C:2]1[CH:7]=[CH:6][CH:5]=[CH:4][CH:3]=1.[NH:19]1[CH2:24][CH2:23][NH:22][CH2:21][CH2:20]1.CN1C(=O)CCC1.C(N(CC)CC)C.